Task: Predict the reaction yield, written as a fraction of the theoretical maximum amount of product (1.0 means a 100% yield; for example, 0.34 means a 34% yield).. Dataset: Reaction yield outcomes from USPTO patents with 853,638 reactions (1) The reactants are Br[C:2]1[CH:10]=[C:9]2[C:5]([CH:6]=[CH:7][NH:8]2)=[CH:4][CH:3]=1.[F:11][C:12]1[CH:17]=[CH:16][C:15](B(O)O)=[CH:14][CH:13]=1.P([O-])([O-])([O-])=O.[K+].[K+].[K+]. The catalyst is CC(N(C)C)=O.O. The product is [F:11][C:12]1[CH:17]=[CH:16][C:15]([C:2]2[CH:10]=[C:9]3[C:5]([CH:6]=[CH:7][NH:8]3)=[CH:4][CH:3]=2)=[CH:14][CH:13]=1. The yield is 0.382. (2) The product is [Br:1][C:2]1[CH:7]=[C:6]([B:10]2[O:14][C:13]([CH3:16])([CH3:15])[C:12]([CH3:18])([CH3:17])[O:11]2)[CH:5]=[C:4]([Br:8])[C:3]=1[Cl:9]. The reactants are [Br:1][C:2]1[CH:7]=[CH:6][CH:5]=[C:4]([Br:8])[C:3]=1[Cl:9].[B:10]1([B:10]2[O:14][C:13]([CH3:16])([CH3:15])[C:12]([CH3:18])([CH3:17])[O:11]2)[O:14][C:13]([CH3:16])([CH3:15])[C:12]([CH3:18])([CH3:17])[O:11]1.CC(=O)OCC. The yield is 0.670. The catalyst is CCCCCCC.[Ir].C1CCC=CCCC=1.C(C1C=CC=C(C(C)C)C=1N=CC1C=CC=CN=1)(C)C. (3) The reactants are Cl[C:2]1[C:7]([N+:8]([O-:10])=[O:9])=[CH:6][N:5]=[C:4]2[CH:11]=[CH:12][S:13][C:3]=12.Cl.[O:15]1[CH2:20][CH2:19][CH2:18][C@H:17]([NH2:21])[CH2:16]1.C(N(CC)C(C)C)(C)C. The catalyst is C(O)(C)C. The product is [N+:8]([C:7]1[C:2]([NH:21][C@H:17]2[CH2:18][CH2:19][CH2:20][O:15][CH2:16]2)=[C:3]2[S:13][CH:12]=[CH:11][C:4]2=[N:5][CH:6]=1)([O-:10])=[O:9]. The yield is 0.380. (4) The reactants are [Br:1][C:2]1[CH:8]=[CH:7][C:5]([NH2:6])=[C:4]([C:9]([CH3:12])([CH3:11])[CH3:10])[CH:3]=1.[ClH:13].[Cl:14][CH2:15][CH2:16][NH:17][CH2:18][CH2:19]Cl.[OH-].[Na+].Cl. The catalyst is COCCOCCOC.C(OCC)(=O)C.CCOCC. The product is [ClH:14].[ClH:13].[Br:1][C:2]1[CH:8]=[CH:7][C:5]([N:6]2[CH2:19][CH2:18][NH:17][CH2:16][CH2:15]2)=[C:4]([C:9]([CH3:12])([CH3:11])[CH3:10])[CH:3]=1. The yield is 0.400. (5) The reactants are C1(S([N:10]2[C:14]3[N:15]=[CH:16][N:17]=[C:18]([N:19]4[CH2:24][CH2:23][CH:22]([NH:25][S:26]([C:29]5[CH:34]=[CH:33][C:32]([O:35][C:36]([F:39])([F:38])[F:37])=[CH:31][CH:30]=5)(=[O:28])=[O:27])[CH2:21][CH2:20]4)[C:13]=3[CH:12]=[C:11]2[C:40]2[CH:41]=[N:42][N:43]([CH3:45])[CH:44]=2)(=O)=O)C=CC=CC=1.CO.[OH-].[K+]. The catalyst is O. The product is [CH3:45][N:43]1[CH:44]=[C:40]([C:11]2[NH:10][C:14]3[N:15]=[CH:16][N:17]=[C:18]([N:19]4[CH2:20][CH2:21][CH:22]([NH:25][S:26]([C:29]5[CH:30]=[CH:31][C:32]([O:35][C:36]([F:38])([F:39])[F:37])=[CH:33][CH:34]=5)(=[O:28])=[O:27])[CH2:23][CH2:24]4)[C:13]=3[CH:12]=2)[CH:41]=[N:42]1. The yield is 0.560. (6) The reactants are [CH3:1][C:2]([NH2:5])([CH3:4])[CH3:3].[CH2:6](N(CC)CC)C.[Br:13][C:14]1[CH:22]=[CH:21][C:17]([C:18]([OH:20])=[O:19])=[CH:16][C:15]=1[S:23](Cl)(=[O:25])=[O:24].Cl.S(=O)(=O)(O)O. The catalyst is ClCCl. The product is [Br:13][C:14]1[CH:22]=[CH:21][C:17]([C:18]([O:20][CH3:6])=[O:19])=[CH:16][C:15]=1[S:23](=[O:25])(=[O:24])[NH:5][C:2]([CH3:4])([CH3:3])[CH3:1]. The yield is 0.650. (7) The catalyst is C(#N)C.O. The yield is 0.850. The product is [CH:1]1([CH2:7][N:8]2[C:12]([C:13]3[N:21]4[C:16]([CH:17]=[CH:18][CH:19]=[CH:20]4)=[C:15]([S:22]([N:23]4[CH2:24][CH2:40][CH2:39][CH2:38][CH2:37]4)(=[O:29])=[O:28])[CH:14]=3)=[CH:11][C:10]([C:30]([O:32][CH2:33][CH3:34])=[O:31])=[C:9]2[CH3:35])[CH2:2][CH2:3][CH2:4][CH2:5][CH2:6]1. The reactants are [CH:1]1([CH2:7][N:8]2[C:12]([C:13]3[N:21]4[C:16]([CH:17]=[CH:18][CH:19]=[CH:20]4)=[C:15]([S:22](=[O:29])(=[O:28])[NH:23][C:24](OC)=O)[CH:14]=3)=[CH:11][C:10]([C:30]([O:32][CH2:33][CH3:34])=[O:31])=[C:9]2[CH3:35])[CH2:6][CH2:5][CH2:4][CH2:3][CH2:2]1.Br[CH2:37][CH2:38][CH2:39][CH2:40]CBr.C([O-])([O-])=O.[K+].[K+].